Dataset: Forward reaction prediction with 1.9M reactions from USPTO patents (1976-2016). Task: Predict the product of the given reaction. (1) Given the reactants [C:1]([O:5][C:6](=[O:26])[N:7]([CH3:25])[C@H:8]([C:10](=[O:24])[NH:11][C@@H:12]1[C:18](=[O:19])[NH:17][C:16]2[CH:20]=[CH:21][CH:22]=[CH:23][C:15]=2[CH2:14][CH2:13]1)[CH3:9])([CH3:4])([CH3:3])[CH3:2].Br[CH2:28][C:29]1[CH:34]=[C:33]([F:35])[CH:32]=[CH:31][C:30]=1[O:36][CH3:37].C([O-])([O-])=O.[Cs+].[Cs+], predict the reaction product. The product is: [C:1]([O:5][C:6](=[O:26])[N:7]([C@H:8]([C:10](=[O:24])[NH:11][C@@H:12]1[C:18](=[O:19])[N:17]([CH2:28][C:29]2[CH:34]=[C:33]([F:35])[CH:32]=[CH:31][C:30]=2[O:36][CH3:37])[C:16]2[CH:20]=[CH:21][CH:22]=[CH:23][C:15]=2[CH2:14][CH2:13]1)[CH3:9])[CH3:25])([CH3:4])([CH3:2])[CH3:3]. (2) The product is: [Cl:20][C:19]([Cl:21])=[CH:18][CH2:17][O:16][C:13]1[CH:14]=[CH:15][C:10]([OH:9])=[CH:11][CH:12]=1. Given the reactants C([O:9][C:10]1[CH:15]=[CH:14][C:13]([O:16][CH2:17][CH:18]=[C:19]([Cl:21])[Cl:20])=[CH:12][CH:11]=1)(=O)C1C=CC=CC=1.[OH-].[K+].Cl, predict the reaction product. (3) Given the reactants C(N(CC)CC)C.[CH:8]([O:10][CH2:11][CH2:12][CH2:13][CH3:14])=[CH2:9].[Cl:15][C:16]1[N:21]=[C:20](Cl)[C:19]([Cl:23])=[CH:18][N:17]=1, predict the reaction product. The product is: [CH2:11]([O:10]/[CH:8]=[CH:9]/[C:20]1[C:19]([Cl:23])=[CH:18][N:17]=[C:16]([Cl:15])[N:21]=1)[CH2:12][CH2:13][CH3:14]. (4) Given the reactants Br[C:2]1[CH:3]=[CH:4][C:5]([F:12])=[C:6]([CH:11]=1)[C:7]([O:9][CH3:10])=[O:8].[CH3:13][C:14]1([CH3:30])[C:18]([CH3:20])([CH3:19])[O:17][B:16]([B:16]2[O:17][C:18]([CH3:20])([CH3:19])[C:14]([CH3:30])([CH3:13])[O:15]2)[O:15]1.C(Cl)Cl.CC([O-])=O.[K+], predict the reaction product. The product is: [F:12][C:5]1[CH:4]=[CH:3][C:2]([B:16]2[O:17][C:18]([CH3:20])([CH3:19])[C:14]([CH3:30])([CH3:13])[O:15]2)=[CH:11][C:6]=1[C:7]([O:9][CH3:10])=[O:8]. (5) Given the reactants CC1(C)[O:7][CH2:6][CH:5]([N:8]2[CH2:14][CH2:13][C:12]3[CH:15]=[CH:16][C:17]([C:19]4[N:23]=[C:22]([C:24]5[CH:25]=[C:26]([C:33]#[N:34])[C:27]([O:30][CH2:31][CH3:32])=[N:28][CH:29]=5)[O:21][N:20]=4)=[CH:18][C:11]=3[CH2:10][CH2:9]2)[CH2:4][O:3]1.Cl, predict the reaction product. The product is: [CH2:31]([O:30][C:27]1[C:26]([C:33]#[N:34])=[CH:25][C:24]([C:22]2[O:21][N:20]=[C:19]([C:17]3[CH:16]=[CH:15][C:12]4[CH2:13][CH2:14][N:8]([CH:5]([CH2:4][OH:3])[CH2:6][OH:7])[CH2:9][CH2:10][C:11]=4[CH:18]=3)[N:23]=2)=[CH:29][N:28]=1)[CH3:32]. (6) Given the reactants [CH2:1]([NH:8]C(C1SC(N2C=C(C(O)=O)N=N2)=NC=1C)=O)[C:2]1[CH:7]=[CH:6][CH:5]=[CH:4][CH:3]=1.[CH2:25]([NH:32][C:33]([C:35]1[S:39][C:38]([N:40]2[C:44]([CH3:45])=[C:43]([C:46]([OH:48])=O)[N:42]=[N:41]2)=[N:37][C:36]=1[CH3:49])=[O:34])[C:26]1[CH:31]=[CH:30][CH:29]=[CH:28][CH:27]=1.C(N)C1C=CC=CC=1, predict the reaction product. The product is: [CH2:25]([NH:32][C:33]([C:35]1[S:39][C:38]([N:40]2[C:44]([CH3:45])=[C:43]([C:46](=[O:48])[NH:8][CH2:1][C:2]3[CH:7]=[CH:6][CH:5]=[CH:4][CH:3]=3)[N:42]=[N:41]2)=[N:37][C:36]=1[CH3:49])=[O:34])[C:26]1[CH:31]=[CH:30][CH:29]=[CH:28][CH:27]=1.